From a dataset of Reaction yield outcomes from USPTO patents with 853,638 reactions. Predict the reaction yield, written as a fraction of the theoretical maximum amount of product (1.0 means a 100% yield; for example, 0.34 means a 34% yield). (1) The reactants are [CH3:1][CH:2]([O:6][C:7]1[N:15]=[C:14]2[C:10]([N:11]=[CH:12][N:13]2[CH:16]2[CH2:21][CH2:20][CH2:19][CH2:18][O:17]2)=[C:9]([NH2:22])[N:8]=1)[CH2:3][O:4][CH3:5].C1C(=O)N([Br:30])C(=O)C1. The catalyst is ClCCl. The product is [Br:30][C:12]1[N:13]([CH:16]2[CH2:21][CH2:20][CH2:19][CH2:18][O:17]2)[C:14]2[C:10]([N:11]=1)=[C:9]([NH2:22])[N:8]=[C:7]([O:6][CH:2]([CH3:1])[CH2:3][O:4][CH3:5])[N:15]=2. The yield is 0.811. (2) The reactants are [CH3:1][N:2]1[CH2:7][CH2:6][N:5]([C:8]2[CH:9]=[CH:10][C:11]([N+:19]([O-])=O)=[C:12]([NH:14][S:15]([CH3:18])(=[O:17])=[O:16])[CH:13]=2)[CH2:4][CH2:3]1.O.NN.[C:25]1([CH3:35])[CH:30]=[CH:29][C:28]([S:31]([Cl:34])(=[O:33])=[O:32])=[CH:27][CH:26]=1.C(Cl)Cl.CO. The catalyst is C1COCC1.[Ni]. The product is [ClH:34].[CH3:35][C:25]1[CH:30]=[CH:29][C:28]([S:31]([NH:19][C:11]2[CH:10]=[CH:9][C:8]([N:5]3[CH2:6][CH2:7][N:2]([CH3:1])[CH2:3][CH2:4]3)=[CH:13][C:12]=2[NH:14][S:15]([CH3:18])(=[O:17])=[O:16])(=[O:33])=[O:32])=[CH:27][CH:26]=1. The yield is 0.280. (3) The reactants are [NH2:1][C:2]1[C:10]([N+:11]([O-:13])=[O:12])=[CH:9][C:8]([CH3:14])=[CH:7][C:3]=1[C:4]([OH:6])=[O:5].[CH3:15]COCC. The catalyst is CO. The product is [CH3:15][O:5][C:4](=[O:6])[C:3]1[CH:7]=[C:8]([CH3:14])[CH:9]=[C:10]([N+:11]([O-:13])=[O:12])[C:2]=1[NH2:1]. The yield is 0.830.